Dataset: Catalyst prediction with 721,799 reactions and 888 catalyst types from USPTO. Task: Predict which catalyst facilitates the given reaction. Reactant: C([N:8]1[CH2:13][CH2:12][N:11]([C:14]([O:16][C:17]([CH3:20])([CH3:19])[CH3:18])=[O:15])[CH2:10][C@H:9]1[CH2:21]Br)C1C=CC=CC=1.[NH:23]1[C:27]2[CH:28]=[CH:29][CH:30]=[CH:31][C:26]=2[N:25]=[CH:24]1.C(=O)([O-])[O-].[K+].[K+].CN(C=O)C. Product: [N:23]1([CH2:21][C@@H:9]2[NH:8][CH2:13][CH2:12][N:11]([C:14]([O:16][C:17]([CH3:18])([CH3:19])[CH3:20])=[O:15])[CH2:10]2)[C:27]2[CH:28]=[CH:29][CH:30]=[CH:31][C:26]=2[N:25]=[CH:24]1. The catalyst class is: 6.